From a dataset of Forward reaction prediction with 1.9M reactions from USPTO patents (1976-2016). Predict the product of the given reaction. (1) Given the reactants [CH3:1][N:2]([CH3:20])[CH2:3][CH2:4][CH2:5][O:6][C:7]1[CH:12]=[CH:11][C:10]([NH2:13])=[CH:9][C:8]=1[C:14]1[N:15]([CH3:19])[N:16]=[CH:17][CH:18]=1.[C:21]1([N:27]=[C:28]=[O:29])[CH:26]=[CH:25][CH:24]=[CH:23][CH:22]=1, predict the reaction product. The product is: [CH3:20][N:2]([CH3:1])[CH2:3][CH2:4][CH2:5][O:6][C:7]1[CH:12]=[CH:11][C:10]([NH:13][C:28]([NH:27][C:21]2[CH:26]=[CH:25][CH:24]=[CH:23][CH:22]=2)=[O:29])=[CH:9][C:8]=1[C:14]1[N:15]([CH3:19])[N:16]=[CH:17][CH:18]=1. (2) Given the reactants [CH2:1]([O:3][C:4]([C:6]1[C:15](=[O:16])[C:14]2[C:9](=[C:10]([CH:36]=[O:37])[C:11]([N:18]3[CH2:22][C@H:21]([NH:23][C:24]([O:26][CH2:27][C:28]4[CH:33]=[CH:32][CH:31]=[CH:30][CH:29]=4)=[O:25])[CH2:20][C@H:19]3[CH2:34][OH:35])=[C:12]([F:17])[CH:13]=2)[N:8]([CH:38]2[CH2:40][CH2:39]2)[CH:7]=1)=[O:5])[CH3:2].C(O[BH-](OC(=O)C)OC(=O)C)(=O)C.[Na+], predict the reaction product. The product is: [CH2:1]([O:3][C:4]([C:6]1[C:15](=[O:16])[C:14]2[C:9](=[C:10]([CH2:36][OH:37])[C:11]([N:18]3[CH2:22][C@H:21]([NH:23][C:24]([O:26][CH2:27][C:28]4[CH:33]=[CH:32][CH:31]=[CH:30][CH:29]=4)=[O:25])[CH2:20][C@H:19]3[CH2:34][OH:35])=[C:12]([F:17])[CH:13]=2)[N:8]([CH:38]2[CH2:39][CH2:40]2)[CH:7]=1)=[O:5])[CH3:2]. (3) Given the reactants [NH2:1][CH:2]1[C:8](=[O:9])[NH:7][C:6]2[CH:10]=[CH:11][CH:12]=[CH:13][C:5]=2[C:4]([C:14]2[C:19]([CH2:20][N:21]3[CH2:26][CH2:25][O:24][CH2:23][CH2:22]3)=[CH:18][C:17]([Cl:27])=[CH:16][C:15]=2[Cl:28])=[N:3]1.[F:29][C:30]1[CH:31]=[N:32][C:33]([O:39][CH2:40][CH2:41][O:42][CH3:43])=[C:34]([CH:38]=1)[C:35](O)=[O:36], predict the reaction product. The product is: [Cl:28][C:15]1[CH:16]=[C:17]([Cl:27])[CH:18]=[C:19]([CH2:20][N:21]2[CH2:22][CH2:23][O:24][CH2:25][CH2:26]2)[C:14]=1[C:4]1[C:5]2[CH:13]=[CH:12][CH:11]=[CH:10][C:6]=2[NH:7][C:8](=[O:9])[CH:2]([NH:1][C:35](=[O:36])[C:34]2[CH:38]=[C:30]([F:29])[CH:31]=[N:32][C:33]=2[O:39][CH2:40][CH2:41][O:42][CH3:43])[N:3]=1. (4) Given the reactants CO.[BH4-].[Na+].[C:5]1([C:11]2[C:23]([C:24]([C:26]3[N:31]=[C:30]([C:32]([O:34][CH3:35])=[O:33])[CH:29]=[CH:28][CH:27]=3)=[O:25])=[C:14]3[CH:15]=[CH:16][C:17]([C:19]([F:22])([F:21])[F:20])=[CH:18][N:13]3[N:12]=2)[CH:10]=[CH:9][CH:8]=[CH:7][CH:6]=1.[Cl-].[NH4+], predict the reaction product. The product is: [C:5]1([C:11]2[C:23]([CH:24]([OH:25])[C:26]3[N:31]=[C:30]([C:32]([O:34][CH3:35])=[O:33])[CH:29]=[CH:28][CH:27]=3)=[C:14]3[CH:15]=[CH:16][C:17]([C:19]([F:22])([F:21])[F:20])=[CH:18][N:13]3[N:12]=2)[CH:10]=[CH:9][CH:8]=[CH:7][CH:6]=1.